The task is: Predict which catalyst facilitates the given reaction.. This data is from Catalyst prediction with 721,799 reactions and 888 catalyst types from USPTO. (1) Reactant: Br[C:2]1[CH:7]=[CH:6][C:5]([C:8]2[CH:13]=[CH:12][C:11]([O:14][C:15]([F:18])([F:17])[F:16])=[CH:10][CH:9]=2)=[CH:4][N:3]=1.[Li]CCCC.CN([CH:27]=[O:28])C. Product: [F:16][C:15]([F:18])([F:17])[O:14][C:11]1[CH:12]=[CH:13][C:8]([C:5]2[CH:6]=[CH:7][C:2]([CH:27]=[O:28])=[N:3][CH:4]=2)=[CH:9][CH:10]=1. The catalyst class is: 11. (2) The catalyst class is: 4. Reactant: [CH3:1][C:2]1[CH:7]=[C:6]([O:8][CH3:9])[CH:5]=[CH:4][C:3]=1[NH:10][C:11](=[O:38])[CH2:12][N:13]([CH2:20][C:21]1[CH:26]=[CH:25][C:24]([S:27][C:28]([CH3:37])([CH3:36])[C:29]([O:31]C(C)(C)C)=[O:30])=[CH:23][CH:22]=1)[CH2:14][C:15]1[O:16][CH:17]=[CH:18][CH:19]=1.FC(F)(F)C(O)=O. Product: [CH3:1][C:2]1[CH:7]=[C:6]([O:8][CH3:9])[CH:5]=[CH:4][C:3]=1[NH:10][C:11](=[O:38])[CH2:12][N:13]([CH2:20][C:21]1[CH:22]=[CH:23][C:24]([S:27][C:28]([CH3:36])([CH3:37])[C:29]([OH:31])=[O:30])=[CH:25][CH:26]=1)[CH2:14][C:15]1[O:16][CH:17]=[CH:18][CH:19]=1. (3) Reactant: [F:1][C:2]([F:15])([C:11]([F:14])([F:13])[F:12])[CH2:3][CH2:4][CH:5]=[CH:6][CH2:7][CH2:8][CH2:9][OH:10].C(N(CC)CC)C.[CH3:23][S:24](Cl)(=[O:26])=[O:25]. Product: [CH3:23][S:24]([O:10][CH2:9][CH2:8][CH2:7][CH:6]=[CH:5][CH2:4][CH2:3][C:2]([F:15])([F:1])[C:11]([F:12])([F:13])[F:14])(=[O:26])=[O:25]. The catalyst class is: 4. (4) Reactant: [ClH:1].O1CCOCC1.[NH2:8][C:9]1[CH:14]=[CH:13][C:12]([CH:15]2[CH2:19][CH2:18][CH2:17][N:16]2C(OC(C)(C)C)=O)=[C:11]([F:27])[CH:10]=1. Product: [ClH:1].[ClH:1].[F:27][C:11]1[CH:10]=[C:9]([NH2:8])[CH:14]=[CH:13][C:12]=1[CH:15]1[CH2:19][CH2:18][CH2:17][NH:16]1. The catalyst class is: 370.